Dataset: Forward reaction prediction with 1.9M reactions from USPTO patents (1976-2016). Task: Predict the product of the given reaction. (1) Given the reactants [Cl:1][C:2]1[CH:7]=[CH:6][C:5]([C:8]2[N:12]3[CH:13]=[C:14]([C:17]4[CH:25]=[CH:24][C:20]([C:21](O)=[O:22])=[CH:19][CH:18]=4)[CH:15]=[CH:16][C:11]3=[N:10][CH:9]=2)=[CH:4][CH:3]=1.CN(C(ON1N=NC2C=CC=NC1=2)=[N+](C)C)C.F[P-](F)(F)(F)(F)F.CN1CCOCC1.[CH3:57][C:58]1([NH:64][C:65](=[O:71])[O:66][C:67]([CH3:70])([CH3:69])[CH3:68])[CH2:63][CH2:62][NH:61][CH2:60][CH2:59]1, predict the reaction product. The product is: [Cl:1][C:2]1[CH:3]=[CH:4][C:5]([C:8]2[N:12]3[CH:13]=[C:14]([C:17]4[CH:25]=[CH:24][C:20]([C:21]([N:61]5[CH2:60][CH2:59][C:58]([NH:64][C:65](=[O:71])[O:66][C:67]([CH3:70])([CH3:69])[CH3:68])([CH3:57])[CH2:63][CH2:62]5)=[O:22])=[CH:19][CH:18]=4)[CH:15]=[CH:16][C:11]3=[N:10][CH:9]=2)=[CH:6][CH:7]=1. (2) Given the reactants [F:1][C:2]([F:14])([F:13])[CH2:3][O:4][CH2:5][C:6]1[N:11]=[C:10]([NH2:12])[CH:9]=[CH:8][CH:7]=1.[Cl:15][C:16]1[CH:21]=[CH:20][C:19]([C:22]([F:25])([F:24])[F:23])=[CH:18][C:17]=1[S:26](Cl)(=[O:28])=[O:27], predict the reaction product. The product is: [Cl:15][C:16]1[CH:21]=[CH:20][C:19]([C:22]([F:24])([F:23])[F:25])=[CH:18][C:17]=1[S:26]([NH:12][C:10]1[CH:9]=[CH:8][CH:7]=[C:6]([CH2:5][O:4][CH2:3][C:2]([F:1])([F:13])[F:14])[N:11]=1)(=[O:28])=[O:27].